This data is from Forward reaction prediction with 1.9M reactions from USPTO patents (1976-2016). The task is: Predict the product of the given reaction. (1) Given the reactants [O:1]=[C:2]1[N:6](/[CH:7]=[CH:8]/[C:9]([O:11][CH3:12])=[O:10])[N:5]=[N:4][NH:3]1.Br[CH2:14][O:15][CH3:16], predict the reaction product. The product is: [CH3:14][O:15][CH2:16][N:3]1[C:2](=[O:1])[N:6](/[CH:7]=[CH:8]/[C:9]([O:11][CH3:12])=[O:10])[N:5]=[N:4]1. (2) Given the reactants Cl[C:2]1[CH:3]=[CH:4][C:5]2[N:6]([C:8]([CH:11]([C:13]3[CH:14]=[C:15]4[C:20](=[CH:21][C:22]=3[F:23])[N:19]=[CH:18][CH:17]=[CH:16]4)[OH:12])=[CH:9][N:10]=2)[N:7]=1.[CH2:24]([N:26]1[CH:30]=[C:29](B2OC(C)(C)C(C)(C)O2)[CH:28]=[N:27]1)[CH3:25], predict the reaction product. The product is: [CH2:24]([N:26]1[CH:30]=[C:29]([C:2]2[CH:3]=[CH:4][C:5]3[N:6]([C:8]([CH:11]([C:13]4[CH:14]=[C:15]5[C:20](=[CH:21][C:22]=4[F:23])[N:19]=[CH:18][CH:17]=[CH:16]5)[OH:12])=[CH:9][N:10]=3)[N:7]=2)[CH:28]=[N:27]1)[CH3:25]. (3) Given the reactants C(N(CC)CC)C.[F:8][C:9]1[CH:30]=[CH:29][CH:28]=[CH:27][C:10]=1[CH:11]=[C:12]1[C:17](=[O:18])[C:16](=[CH:19][C:20]2[CH:25]=[CH:24][CH:23]=[CH:22][C:21]=2[F:26])[CH2:15][NH:14][CH2:13]1.[C:31](Cl)(=[O:49])[CH2:32][CH2:33][CH2:34][CH2:35][CH2:36][CH2:37][CH2:38][CH2:39][CH2:40][CH2:41][CH2:42][CH2:43][CH2:44][CH2:45][CH2:46][CH2:47][CH3:48].C(=O)([O-])[O-].[K+].[K+], predict the reaction product. The product is: [C:31]([N:14]1[CH2:13][C:12](=[CH:11][C:10]2[CH:27]=[CH:28][CH:29]=[CH:30][C:9]=2[F:8])[C:17](=[O:18])[C:16](=[CH:19][C:20]2[CH:25]=[CH:24][CH:23]=[CH:22][C:21]=2[F:26])[CH2:15]1)(=[O:49])[CH2:32][CH2:33][CH2:34][CH2:35][CH2:36][CH2:37][CH2:38][CH2:39][CH2:40][CH2:41][CH2:42][CH2:43][CH2:44][CH2:45][CH2:46][CH2:47][CH3:48]. (4) The product is: [CH2:32]([O:35][C:17]1[C:18]([CH:19]=[O:20])=[C:13]([NH:12][C@H:10]([CH3:11])[CH2:9][O:8][Si:1]([C:4]([CH3:7])([CH3:6])[CH3:5])([CH3:3])[CH3:2])[N:14]=[C:15]([S:22][CH2:23][C:24]2[CH:29]=[CH:28][CH:27]=[C:26]([F:30])[C:25]=2[F:31])[N:16]=1)[CH:33]=[CH2:34]. Given the reactants [Si:1]([O:8][CH2:9][C@H:10]([NH:12][C:13]1[C:18]([CH:19]=[O:20])=[C:17](Cl)[N:16]=[C:15]([S:22][CH2:23][C:24]2[CH:29]=[CH:28][CH:27]=[C:26]([F:30])[C:25]=2[F:31])[N:14]=1)[CH3:11])([C:4]([CH3:7])([CH3:6])[CH3:5])([CH3:3])[CH3:2].[CH2:32]([OH:35])[CH:33]=[CH2:34].[OH-].[Na+], predict the reaction product. (5) Given the reactants [C:1]([C:3]1[CH:8]=[CH:7][CH:6]=[CH:5][C:4]=1[C:9]1[C:10](=[O:27])[N:11]([C:21]2[CH:26]=[CH:25][CH:24]=[CH:23][CH:22]=2)[CH:12]=[C:13]([C:15]2[CH:20]=[CH:19][CH:18]=[CH:17][N:16]=2)[CH:14]=1)#[N:2].Cl.[NH2:29]O.[C:31]([O-:34])(=O)[CH3:32].[Na+], predict the reaction product. The product is: [CH3:32][C:31]1[O:34][N:29]=[C:1]([C:3]2[CH:8]=[CH:7][CH:6]=[CH:5][C:4]=2[C:9]2[C:10](=[O:27])[N:11]([C:21]3[CH:26]=[CH:25][CH:24]=[CH:23][CH:22]=3)[CH:12]=[C:13]([C:15]3[CH:20]=[CH:19][CH:18]=[CH:17][N:16]=3)[CH:14]=2)[N:2]=1. (6) Given the reactants Cl[C:2]1[C:3]([CH3:19])=[C:4]([CH3:18])[C:5]2[N:6]([CH:8]=[C:9]([C:11]3[CH:16]=[CH:15][C:14]([F:17])=[CH:13][CH:12]=3)[N:10]=2)[N:7]=1.[CH2:20]([N:27]1[CH2:34][CH:33]2[CH:29]([CH2:30][NH:31][CH2:32]2)[CH2:28]1)[C:21]1[CH:26]=[CH:25][CH:24]=[CH:23][CH:22]=1.Cl, predict the reaction product. The product is: [CH2:20]([N:27]1[CH2:34][CH:33]2[CH2:32][N:31]([C:2]3[C:3]([CH3:19])=[C:4]([CH3:18])[C:5]4[N:6]([CH:8]=[C:9]([C:11]5[CH:16]=[CH:15][C:14]([F:17])=[CH:13][CH:12]=5)[N:10]=4)[N:7]=3)[CH2:30][CH:29]2[CH2:28]1)[C:21]1[CH:22]=[CH:23][CH:24]=[CH:25][CH:26]=1.